From a dataset of Reaction yield outcomes from USPTO patents with 853,638 reactions. Predict the reaction yield, written as a fraction of the theoretical maximum amount of product (1.0 means a 100% yield; for example, 0.34 means a 34% yield). (1) The reactants are [F:1][C:2]([F:21])([F:20])[C:3]1[CH:8]=[CH:7][C:6]([C:9]2[S:10][CH:11]=[C:12]([CH2:18][OH:19])[C:13]=2[O:14][CH2:15][O:16][CH3:17])=[CH:5][CH:4]=1. The catalyst is C(Cl)(Cl)Cl.[O-2].[O-2].[Mn+4]. The product is [F:20][C:2]([F:1])([F:21])[C:3]1[CH:4]=[CH:5][C:6]([C:9]2[S:10][CH:11]=[C:12]([CH:18]=[O:19])[C:13]=2[O:14][CH2:15][O:16][CH3:17])=[CH:7][CH:8]=1. The yield is 0.570. (2) The reactants are [Cl:1][C:2]1[C:3]([OH:11])=[N:4][CH:5]=[C:6]([N+:8]([O-:10])=[O:9])[CH:7]=1.[C:12]([O-])([O-])=O.[K+].[K+]. The catalyst is CN(C=O)C. The product is [Cl:1][C:2]1[C:3](=[O:11])[N:4]([CH3:12])[CH:5]=[C:6]([N+:8]([O-:10])=[O:9])[CH:7]=1. The yield is 0.960. (3) The reactants are [N:1]([CH2:4][C:5]1[O:9][N:8]=[C:7]([CH3:10])[C:6]=1[C:11]1[C:12]([C:17]([C:19]2[CH:24]=[CH:23][C:22]([Cl:25])=[CH:21][CH:20]=2)=O)=[N:13][N:14]([CH3:16])[CH:15]=1)=[N+]=[N-].C1(P(C2C=CC=CC=2)C2C=CC=CC=2)C=CC=CC=1. The catalyst is C1COCC1. The product is [Cl:25][C:22]1[CH:23]=[CH:24][C:19]([C:17]2[C:12]3[C:11](=[CH:15][N:14]([CH3:16])[N:13]=3)[C:6]3[C:7]([CH3:10])=[N:8][O:9][C:5]=3[CH2:4][N:1]=2)=[CH:20][CH:21]=1. The yield is 0.600. (4) The reactants are [Si:1]([O:8][CH2:9][C:10]1[C:11]([O:21][CH3:22])=[CH:12][C:13]([N:18]=[C:19]=[O:20])=[C:14]([CH:17]=1)[C:15]#[N:16])([C:4]([CH3:7])([CH3:6])[CH3:5])([CH3:3])[CH3:2].[OH:23][C:24]([C:41]1[S:42][CH:43]=[CH:44][CH:45]=1)([C:36]1[S:37][CH:38]=[CH:39][CH:40]=1)[C:25]([O:27][C@H:28]1[CH2:33][CH2:32][C@H:31]([NH:34][CH3:35])[CH2:30][CH2:29]1)=[O:26]. No catalyst specified. The product is [Si:1]([O:8][CH2:9][C:10]1[C:11]([O:21][CH3:22])=[CH:12][C:13]([N:18]=[C:19]=[O:20])=[C:14]([CH:17]=1)[C:15]#[N:16])([C:4]([CH3:7])([CH3:6])[CH3:5])([CH3:2])[CH3:3].[OH:23][C:24]([C:36]1[S:37][CH:38]=[CH:39][CH:40]=1)([C:41]1[S:42][CH:43]=[CH:44][CH:45]=1)[C:25]([O:27][C@H:28]1[CH2:29][CH2:30][C@H:31]([NH:34][CH3:35])[CH2:32][CH2:33]1)=[O:26].[CH:31]([NH:34][CH2:35][CH2:19][NH:18][CH:13]([CH3:12])[CH3:14])([CH3:32])[CH3:30]. The yield is 0.140. (5) The reactants are CC1C=CC(S(O[CH2:12][CH2:13][O:14][CH2:15][CH:16]([F:18])[F:17])(=O)=O)=CC=1.[Br:19][C:20]1[CH:21]=[CH:22][C:23]([Cl:34])=[C:24]([CH:33]=1)[CH2:25][C:26]1[CH:31]=[CH:30][C:29]([OH:32])=[CH:28][CH:27]=1.C([O-])([O-])=O.[Cs+].[Cs+]. The catalyst is CN(C=O)C.O. The product is [Br:19][C:20]1[CH:21]=[CH:22][C:23]([Cl:34])=[C:24]([CH2:25][C:26]2[CH:31]=[CH:30][C:29]([O:32][CH2:12][CH2:13][O:14][CH2:15][CH:16]([F:18])[F:17])=[CH:28][CH:27]=2)[CH:33]=1. The yield is 0.919. (6) The reactants are [NH2:1][C:2]1[CH:7]=[CH:6][C:5]([SH:8])=[CH:4][CH:3]=1.Cl.[CH2:10]([N:12]([CH2:16][CH3:17])[CH2:13][CH2:14]Cl)[CH3:11].C(=O)([O-])[O-].[Cs+].[Cs+]. The catalyst is CN(C=O)C. The product is [CH2:10]([N:12]([CH2:16][CH3:17])[CH2:13][CH2:14][S:8][C:5]1[CH:6]=[CH:7][C:2]([NH2:1])=[CH:3][CH:4]=1)[CH3:11]. The yield is 0.490. (7) The reactants are C(OC(=O)[NH:7][C@H:8]([C:15](=[O:24])[NH:16][CH2:17][C:18]1[CH:23]=[CH:22][CH:21]=[CH:20][CH:19]=1)[C:9]1[CH:14]=[CH:13][CH:12]=[CH:11][CH:10]=1)(C)(C)C.[ClH:26].O1CCOCC1. No catalyst specified. The product is [ClH:26].[NH2:7][C@@H:8]([C:9]1[CH:14]=[CH:13][CH:12]=[CH:11][CH:10]=1)[C:15]([NH:16][CH2:17][C:18]1[CH:23]=[CH:22][CH:21]=[CH:20][CH:19]=1)=[O:24]. The yield is 1.00. (8) The product is [Br:8][C:9]1[CH:14]=[CH:13][N:12]=[C:11]2[NH:15][C:16]([CH2:18][C:19]([NH:60][C:56]3[CH:57]=[CH:58][CH:59]=[C:54]([O:53][CH3:52])[CH:55]=3)=[O:21])=[CH:17][C:10]=12. The reactants are FC(F)(F)C(O)=O.[Br:8][C:9]1[CH:14]=[CH:13][N:12]=[C:11]2[NH:15][C:16]([CH2:18][C:19]([OH:21])=O)=[CH:17][C:10]=12.ON1C2C=CC=CC=2N=N1.CN(C)CCCN=C=NCC.C(N(CC)C(C)C)(C)C.[CH3:52][O:53][C:54]1[CH:59]=[CH:58][CH:57]=[C:56]([NH2:60])[CH:55]=1. The yield is 0.110. The catalyst is CN(C=O)C.